This data is from Full USPTO retrosynthesis dataset with 1.9M reactions from patents (1976-2016). The task is: Predict the reactants needed to synthesize the given product. (1) The reactants are: Cl[C:2]1[CH:7]=[C:6]([C:8]2[CH:13]=[CH:12][C:11]([C:14]([F:17])([F:16])[F:15])=[C:10]([F:18])[CH:9]=2)[N:5]=[CH:4][N:3]=1.C(Cl)(Cl)Cl.[CH3:23][N:24](C)C=O. Given the product [F:18][C:10]1[CH:9]=[C:8]([C:6]2[N:5]=[CH:4][N:3]=[C:2]([C:23]#[N:24])[CH:7]=2)[CH:13]=[CH:12][C:11]=1[C:14]([F:17])([F:16])[F:15], predict the reactants needed to synthesize it. (2) Given the product [CH:32]1[C:31]2[CH:30]([CH2:29][O:28][C:26](=[O:27])[NH:25][C@H:21]([C:22](=[O:23])[NH:8][C:5]3[CH:6]=[CH:7][C:2]([F:1])=[CH:3][CH:4]=3)[CH2:20][CH2:19][CH2:18][CH2:17][NH2:16])[C:42]3[C:37](=[CH:38][CH:39]=[CH:40][CH:41]=3)[C:36]=2[CH:35]=[CH:34][CH:33]=1, predict the reactants needed to synthesize it. The reactants are: [F:1][C:2]1[CH:7]=[CH:6][C:5]([NH2:8])=[CH:4][CH:3]=1.C(OC([NH:16][CH2:17][CH2:18][CH2:19][CH2:20][C@H:21]([NH:25][C:26]([O:28][CH2:29][CH:30]1[C:42]2[CH:41]=[CH:40][CH:39]=[CH:38][C:37]=2[C:36]2[C:31]1=[CH:32][CH:33]=[CH:34][CH:35]=2)=[O:27])[C:22](O)=[O:23])=O)(C)(C)C. (3) Given the product [Cl:1][C:2]1[CH:3]=[C:4]([C:10]([OH:12])=[O:11])[C:5]2[N:6]([C:13]([CH3:14])=[N:9][N:8]=2)[N:7]=1, predict the reactants needed to synthesize it. The reactants are: [Cl:1][C:2]1[N:7]=[N:6][C:5]([NH:8][NH2:9])=[C:4]([C:10]([OH:12])=[O:11])[CH:3]=1.[C:13](O)(=O)[CH3:14]. (4) Given the product [C:9]1([P:8]([C:7]2[C:2]([O-:1])=[N:3][CH:4]=[CH:5][CH:6]=2)([C:15]2[CH:20]=[CH:19][CH:18]=[CH:17][CH:16]=2)=[O:21])[CH:10]=[CH:11][CH:12]=[CH:13][CH:14]=1.[Li+:27], predict the reactants needed to synthesize it. The reactants are: [OH:1][C:2]1[C:7]([P:8](=[O:21])([C:15]2[CH:20]=[CH:19][CH:18]=[CH:17][CH:16]=2)[C:9]2[CH:14]=[CH:13][CH:12]=[CH:11][CH:10]=2)=[CH:6][CH:5]=[CH:4][N:3]=1.CC(C)([O-])C.[Li+:27]. (5) Given the product [CH2:1]([O:8][C:9]1[CH:24]=[C:23]([N:25]([CH2:31][C:32]2[CH:33]=[CH:34][C:35]([CH:38]3[CH2:43][CH2:42][CH2:41][CH2:40][CH2:39]3)=[CH:36][CH:37]=2)[C:26](=[O:30])[CH2:27][N:28]([CH3:29])[S:54]([C:52]2[CH:51]=[CH:50][CH:49]=[C:48]3[C:53]=2[N:44]=[CH:45][CH:46]=[CH:47]3)(=[O:55])=[O:56])[CH:22]=[CH:21][C:10]=1[C:11]([O:13][CH2:14][C:15]1[CH:20]=[CH:19][CH:18]=[CH:17][CH:16]=1)=[O:12])[C:2]1[CH:3]=[CH:4][CH:5]=[CH:6][CH:7]=1, predict the reactants needed to synthesize it. The reactants are: [CH2:1]([O:8][C:9]1[CH:24]=[C:23]([N:25]([CH2:31][C:32]2[CH:37]=[CH:36][C:35]([CH:38]3[CH2:43][CH2:42][CH2:41][CH2:40][CH2:39]3)=[CH:34][CH:33]=2)[C:26](=[O:30])[CH2:27][NH:28][CH3:29])[CH:22]=[CH:21][C:10]=1[C:11]([O:13][CH2:14][C:15]1[CH:20]=[CH:19][CH:18]=[CH:17][CH:16]=1)=[O:12])[C:2]1[CH:7]=[CH:6][CH:5]=[CH:4][CH:3]=1.[N:44]1[C:53]2[C:48](=[CH:49][CH:50]=[CH:51][C:52]=2[S:54](Cl)(=[O:56])=[O:55])[CH:47]=[CH:46][CH:45]=1. (6) Given the product [CH2:30]([O:32][N:33]=[C:15]([C:12]1[CH:13]=[CH:14][C:9]([O:8][CH2:7][CH2:6][CH2:5][O:4][C:3]2[C:2]([Cl:1])=[CH:21][C:20]([O:22][CH2:23][CH:24]=[C:25]([Cl:27])[Cl:26])=[CH:19][C:18]=2[Cl:28])=[CH:10][CH:11]=1)[CH3:16])[CH3:31], predict the reactants needed to synthesize it. The reactants are: [Cl:1][C:2]1[CH:21]=[C:20]([O:22][CH2:23][CH:24]=[C:25]([Cl:27])[Cl:26])[CH:19]=[C:18]([Cl:28])[C:3]=1[O:4][CH2:5][CH2:6][CH2:7][O:8][C:9]1[CH:14]=[CH:13][C:12]([C:15](=O)[CH3:16])=[CH:11][CH:10]=1.Cl.[CH2:30]([O:32][NH2:33])[CH3:31].Cl. (7) Given the product [F:17][C:15]([F:16])([F:18])[C:13]1[CH:12]=[C:11]([C@H:19]2[O:23][C:22](=[O:24])[N:21]([CH2:25][C:26]3[C:31]([C:32]4[CH:33]=[C:34]([C:40]5[CH:49]=[CH:48][C:43]([C:44]([O:46][CH3:47])=[O:45])=[CH:42][C:41]=5[CH3:50])[CH:35]=[N:36][C:37]=4[O:38][CH3:39])=[CH:30][N:29]=[C:28]([N:5]4[CH2:6][CH:3]([F:2])[CH2:4]4)[N:27]=3)[C@H:20]2[CH3:55])[CH:10]=[C:9]([C:8]([F:7])([F:57])[F:56])[CH:14]=1, predict the reactants needed to synthesize it. The reactants are: Cl.[F:2][CH:3]1[CH2:6][NH:5][CH2:4]1.[F:7][C:8]([F:57])([F:56])[C:9]1[CH:10]=[C:11]([C@H:19]2[O:23][C:22](=[O:24])[N:21]([CH2:25][C:26]3[C:31]([C:32]4[CH:33]=[C:34]([C:40]5[CH:49]=[CH:48][C:43]([C:44]([O:46][CH3:47])=[O:45])=[CH:42][C:41]=5[CH3:50])[CH:35]=[N:36][C:37]=4[O:38][CH3:39])=[CH:30][N:29]=[C:28](S(C)(=O)=O)[N:27]=3)[C@H:20]2[CH3:55])[CH:12]=[C:13]([C:15]([F:18])([F:17])[F:16])[CH:14]=1.C(N(CC)CC)C.